Dataset: Catalyst prediction with 721,799 reactions and 888 catalyst types from USPTO. Task: Predict which catalyst facilitates the given reaction. (1) Reactant: [F:1][C:2]1[C:7]([F:8])=[CH:6][C:5]([OH:9])=[C:4]([CH2:10][CH2:11][OH:12])[CH:3]=1.C([O-])([O-])=O.[K+].[K+].Br[CH2:20][C:21]1[CH:26]=[CH:25][CH:24]=[CH:23][CH:22]=1.O. Product: [CH2:20]([O:9][C:5]1[CH:6]=[C:7]([F:8])[C:2]([F:1])=[CH:3][C:4]=1[CH2:10][CH2:11][OH:12])[C:21]1[CH:26]=[CH:25][CH:24]=[CH:23][CH:22]=1. The catalyst class is: 21. (2) Reactant: Br[CH2:2][C:3]1[CH:4]=[C:5]([C:17]([NH:19][CH2:20][C:21]2[C:22](=[O:29])[NH:23][C:24]([CH3:28])=[CH:25][C:26]=2[CH3:27])=[O:18])[C:6]2[CH:7]=[N:8][N:9]([CH:12]3[CH2:16][CH2:15][CH2:14][CH2:13]3)[C:10]=2[CH:11]=1. Product: [CH:12]1([N:9]2[C:10]3[CH:11]=[C:3]([CH3:2])[CH:4]=[C:5]([C:17]([NH:19][CH2:20][C:21]4[C:22](=[O:29])[NH:23][C:24]([CH3:28])=[CH:25][C:26]=4[CH3:27])=[O:18])[C:6]=3[CH:7]=[N:8]2)[CH2:13][CH2:14][CH2:15][CH2:16]1. The catalyst class is: 19. (3) Reactant: [C:1]1([C@H:7]2[CH2:11][CH2:10][C:9](=O)[CH2:8]2)[CH:6]=[CH:5][CH:4]=[CH:3][CH:2]=1.Cl.[NH2:14][OH:15].CC([O-])=O.[Na+]. Product: [C:1]1([C@H:7]2[CH2:11][CH2:10][C:9](=[N:14][OH:15])[CH2:8]2)[CH:6]=[CH:5][CH:4]=[CH:3][CH:2]=1. The catalyst class is: 88. (4) Reactant: [C:1]([C:5]1[CH:6]=[C:7]([CH:10]=[C:11]([C:14]([CH3:17])([CH3:16])[CH3:15])[C:12]=1[OH:13])[CH:8]=O)([CH3:4])([CH3:3])[CH3:2].[C:18]([NH:22][OH:23])([CH3:21])([CH3:20])[CH3:19]. Product: [OH:13][C:12]1[C:5]([C:1]([CH3:4])([CH3:3])[CH3:2])=[CH:6][C:7]([CH:8]=[N+:22]([C:18]([CH3:21])([CH3:20])[CH3:19])[O-:23])=[CH:10][C:11]=1[C:14]([CH3:17])([CH3:16])[CH3:15]. The catalyst class is: 240. (5) Reactant: [NH2:1][CH2:2][C:3]1[C:4]([F:21])=[C:5]([O:10][C:11]2[CH:12]=[C:13]([CH:16]=[C:17]([CH:19]=[CH2:20])[CH:18]=2)[C:14]#[N:15])[C:6]([Cl:9])=[CH:7][CH:8]=1.[Cl:22][C:23]1[N:24]=[CH:25][N:26](COCC[Si](C)(C)C)[C:27]=1[C:28](O)=[O:29].CCN(C(C)C)C(C)C.CN(C(ON1N=NC2C=CC=NC1=2)=[N+](C)C)C.F[P-](F)(F)(F)(F)F. Product: [Cl:22][C:23]1[N:24]=[CH:25][NH:26][C:27]=1[C:28]([NH:1][CH2:2][C:3]1[CH:8]=[CH:7][C:6]([Cl:9])=[C:5]([O:10][C:11]2[CH:18]=[C:17]([CH:19]=[CH2:20])[CH:16]=[C:13]([C:14]#[N:15])[CH:12]=2)[C:4]=1[F:21])=[O:29]. The catalyst class is: 1.